Dataset: Forward reaction prediction with 1.9M reactions from USPTO patents (1976-2016). Task: Predict the product of the given reaction. (1) The product is: [C:1]([NH:5][S:6]([C:9]1([CH3:13])[CH2:11][CH2:10]1)(=[O:8])=[O:7])([CH3:4])([CH3:3])[CH3:2]. Given the reactants [C:1]([NH:5][S:6]([CH2:9][CH2:10][CH2:11]Cl)(=[O:8])=[O:7])([CH3:4])([CH3:3])[CH3:2].[CH2:13]([Li])CCC.IC.C(OCC)(=O)C, predict the reaction product. (2) Given the reactants [CH3:1][C:2]1[CH:3]=[C:4]([NH:9][C:10]2[NH:15][C:14](=O)[CH:13]=[CH:12][N:11]=2)[CH:5]=[C:6]([CH3:8])[CH:7]=1.O=P(Cl)(Cl)[Cl:19], predict the reaction product. The product is: [Cl:19][C:14]1[CH:13]=[CH:12][N:11]=[C:10]([NH:9][C:4]2[CH:3]=[C:2]([CH3:1])[CH:7]=[C:6]([CH3:8])[CH:5]=2)[N:15]=1. (3) Given the reactants CC(C1NC(=O)C(CCSC)NC(=O)C(NC(C(NC(C(NC(C(NC(C(N)CC(O)=O)=O)C(O)C)=O)CCSC)=O)CCCNC(N)=N)=O)CSSCC(C(NC(C(NC(C(NC(C(O)=O)C(C)C)=O)CCC(O)=O)=O)CC2C3C(=CC=CC=3)NC=2)=O)NC(=O)C2N(CCC2)C(=O)C(CCCNC(N)=N)N[C:21](=[O:22])[CH:20]([CH2:127][C:128]2[CH:133]=[CH:132][C:131](O)=[CH:130][CH:129]=2)NC(=O)C(C(C)C)NC(=O)C(CCCNC(N)=N)NC(=O)CNC1=O)C.IC1C=CC=CC=1C(OC(C)(C)C)=O.Br[C:160]1[CH:165]=[CH:164][C:163]([F:166])=[CH:162][N:161]=1, predict the reaction product. The product is: [F:166][C:163]1[CH:164]=[CH:165][C:160]([C:131]2[CH:130]=[CH:129][C:128]([CH2:127][CH2:20][CH:21]=[O:22])=[CH:133][CH:132]=2)=[N:161][CH:162]=1. (4) Given the reactants [CH3:1][C:2]1[N:6]([C:7]2[CH:12]=[CH:11][CH:10]=[C:9]([C:13]([F:16])([F:15])[F:14])[CH:8]=2)[C:5](=[O:17])[NH:4][C:3]=1[C:18]1[N:22]([C:23]2[CH:30]=[CH:29][C:26]([C:27]#[N:28])=[CH:25][CH:24]=2)[N:21]=[CH:20][CH:19]=1.CC(C)([O-])C.[K+].[CH2:37]1[CH2:41]O[CH2:39][CH2:38]1.ICCCC, predict the reaction product. The product is: [CH2:41]([N:4]1[C:3]([C:18]2[N:22]([C:23]3[CH:24]=[CH:25][C:26]([C:27]#[N:28])=[CH:29][CH:30]=3)[N:21]=[CH:20][CH:19]=2)=[C:2]([CH3:1])[N:6]([C:7]2[CH:12]=[CH:11][CH:10]=[C:9]([C:13]([F:16])([F:15])[F:14])[CH:8]=2)[C:5]1=[O:17])[CH2:37][CH2:38][CH3:39].